From a dataset of Reaction yield outcomes from USPTO patents with 853,638 reactions. Predict the reaction yield, written as a fraction of the theoretical maximum amount of product (1.0 means a 100% yield; for example, 0.34 means a 34% yield). (1) The reactants are [H-].[Al+3].[Li+].[H-].[H-].[H-].[CH3:7][N:8]1[CH2:13][CH2:12][N:11]2[C:14]3[CH:20]=[CH:19][C:18]([C:21](OCC)=[O:22])=[CH:17][C:15]=3[N:16]=[C:10]2[CH2:9]1.C(=O)(O)[O-].[Na+].C(OCC)(=O)C. The catalyst is O1CCCC1. The product is [CH3:7][N:8]1[CH2:13][CH2:12][N:11]2[C:14]3[CH:20]=[CH:19][C:18]([CH2:21][OH:22])=[CH:17][C:15]=3[N:16]=[C:10]2[CH2:9]1. The yield is 0.960. (2) The reactants are [Cl:1][C:2]1[CH:29]=[CH:28][C:5]2[N:6]3[C:10]([CH2:11][NH:12][CH2:13][C:4]=2[CH:3]=1)=[N:9][N:8]=[C:7]3[C@H:14]1[CH2:19][CH2:18][C@H:17]([O:20][C:21]2[CH:26]=[CH:25][CH:24]=[C:23]([CH3:27])[N:22]=2)[CH2:16][CH2:15]1.C(N(CC)C(C)C)(C)C.[F:39][CH:40]([F:50])[CH2:41]OS(C(F)(F)F)(=O)=O. The catalyst is ClCCl. The product is [Cl:1][C:2]1[CH:29]=[CH:28][C:5]2[N:6]3[C:10]([CH2:11][N:12]([CH2:41][CH:40]([F:50])[F:39])[CH2:13][C:4]=2[CH:3]=1)=[N:9][N:8]=[C:7]3[C@H:14]1[CH2:19][CH2:18][C@H:17]([O:20][C:21]2[CH:26]=[CH:25][CH:24]=[C:23]([CH3:27])[N:22]=2)[CH2:16][CH2:15]1. The yield is 0.850. (3) The reactants are C([O-])([O-])=O.[Na+].[Na+].FC(F)(F)C([NH:11][C:12]1[CH:17]=[CH:16][N:15]2[N:18]=[CH:19][C:20]([CH:21]=[N:22][N:23]([CH3:37])[S:24]([C:27]3[CH:32]=[C:31]([N+:33]([O-:35])=[O:34])[CH:30]=[CH:29][C:28]=3[CH3:36])(=[O:26])=[O:25])=[C:14]2[CH:13]=1)=O. The catalyst is CO.O. The product is [NH2:11][C:12]1[CH:17]=[CH:16][N:15]2[N:18]=[CH:19][C:20]([CH:21]=[N:22][N:23]([CH3:37])[S:24]([C:27]3[CH:32]=[C:31]([N+:33]([O-:35])=[O:34])[CH:30]=[CH:29][C:28]=3[CH3:36])(=[O:25])=[O:26])=[C:14]2[CH:13]=1. The yield is 0.510. (4) The reactants are [CH3:1][C:2]1[O:6][N:5]=[C:4]([C:7]2[CH:12]=[CH:11][CH:10]=[CH:9][CH:8]=2)[C:3]=1[CH2:13][O:14][C:15]1[CH:23]=[CH:22][C:18]([C:19]([OH:21])=O)=[CH:17][N:16]=1.F[B-](F)(F)F.N1(OC(N(C)C)=[N+](C)C)C2C=CC=CC=2N=N1.C(N(CC)C(C)C)(C)C.[CH3:55][N:56]1[CH2:61][CH2:60][CH:59]([NH2:62])[CH2:58][CH2:57]1. The catalyst is CN(C=O)C. The product is [CH3:1][C:2]1[O:6][N:5]=[C:4]([C:7]2[CH:8]=[CH:9][CH:10]=[CH:11][CH:12]=2)[C:3]=1[CH2:13][O:14][C:15]1[CH:23]=[CH:22][C:18]([C:19]([NH:62][CH:59]2[CH2:60][CH2:61][N:56]([CH3:55])[CH2:57][CH2:58]2)=[O:21])=[CH:17][N:16]=1. The yield is 0.720. (5) The reactants are [F:1][C:2]([F:18])([F:17])[C:3]1[CH:4]=[C:5]([CH2:13][C:14]([OH:16])=[O:15])[CH:6]=[C:7]([C:9]([F:12])([F:11])[F:10])[CH:8]=1.OS(O)(=O)=O.[CH3:24]O. No catalyst specified. The product is [F:1][C:2]([F:17])([F:18])[C:3]1[CH:4]=[C:5]([CH2:13][C:14]([O:16][CH3:24])=[O:15])[CH:6]=[C:7]([C:9]([F:11])([F:12])[F:10])[CH:8]=1. The yield is 0.950.